This data is from Peptide-MHC class II binding affinity with 134,281 pairs from IEDB. The task is: Regression. Given a peptide amino acid sequence and an MHC pseudo amino acid sequence, predict their binding affinity value. This is MHC class II binding data. (1) The peptide sequence is GAMRVTKDTNDNNLY. The MHC is DRB1_0901 with pseudo-sequence DRB1_0901. The binding affinity (normalized) is 0.246. (2) The binding affinity (normalized) is 0.217. The MHC is HLA-DQA10101-DQB10501 with pseudo-sequence HLA-DQA10101-DQB10501. The peptide sequence is VEIKEFANAVKLRRS. (3) The binding affinity (normalized) is 0.834. The MHC is DRB1_1001 with pseudo-sequence DRB1_1001. The peptide sequence is AVPLRLLGGLHRMVL. (4) The binding affinity (normalized) is 0.361. The peptide sequence is LVKYEGDTMAEVELR. The MHC is HLA-DQA10401-DQB10402 with pseudo-sequence HLA-DQA10401-DQB10402. (5) The peptide sequence is QRGVGVAQGGVFHTM. The MHC is DRB3_0301 with pseudo-sequence DRB3_0301. The binding affinity (normalized) is 0.464. (6) The peptide sequence is ANPGLIIGALAG. The MHC is DRB1_0101 with pseudo-sequence DRB1_0101. The binding affinity (normalized) is 0.500.